Task: Predict the reaction yield, written as a fraction of the theoretical maximum amount of product (1.0 means a 100% yield; for example, 0.34 means a 34% yield).. Dataset: Reaction yield outcomes from USPTO patents with 853,638 reactions (1) The reactants are [CH2:1]1[CH:10]2[N:5]([CH2:6][CH2:7][CH2:8][CH2:9]2)[CH2:4][CH:3]([C:11](OCC)=[O:12])[CH2:2]1.[H-].[Al+3].[Li+].[H-].[H-].[H-].C(OCC)(=O)C.[OH-].[Na+]. The catalyst is O1CCCC1.O. The product is [CH2:1]1[CH:10]2[N:5]([CH2:6][CH2:7][CH2:8][CH2:9]2)[CH2:4][CH:3]([CH2:11][OH:12])[CH2:2]1. The yield is 0.880. (2) The reactants are Cl[C:2]1[CH:7]=[C:6]([C:8]2[CH:13]=[CH:12][CH:11]=[C:10]([Cl:14])[CH:9]=2)[N:5]=[C:4]2[CH2:15][CH2:16][CH2:17][C:3]=12.[NH2:18][C:19]1[CH:24]=[CH:23][C:22]([CH2:25][C:26]([O:28][CH2:29][CH3:30])=[O:27])=[C:21]([F:31])[CH:20]=1. No catalyst specified. The product is [Cl:14][C:10]1[CH:9]=[C:8]([C:6]2[N:5]=[C:4]3[CH2:15][CH2:16][CH2:17][C:3]3=[C:2]([NH:18][C:19]3[CH:24]=[CH:23][C:22]([CH2:25][C:26]([O:28][CH2:29][CH3:30])=[O:27])=[C:21]([F:31])[CH:20]=3)[CH:7]=2)[CH:13]=[CH:12][CH:11]=1. The yield is 0.940. (3) The reactants are [CH3:1][C@H:2]1[NH:7][CH2:6][CH2:5][N:4]([C:8]2[CH:9]=[CH:10][C:11]3[N:12]([C:14]([C:17]([F:20])([F:19])[F:18])=[N:15][N:16]=3)[N:13]=2)[CH2:3]1.[N:21]1[CH:26]=[CH:25][C:24]([CH:27]=O)=[CH:23][CH:22]=1. No catalyst specified. The product is [CH3:1][C@H:2]1[N:7]([CH2:27][C:24]2[CH:25]=[CH:26][N:21]=[CH:22][CH:23]=2)[CH2:6][CH2:5][N:4]([C:8]2[CH:9]=[CH:10][C:11]3[N:12]([C:14]([C:17]([F:18])([F:20])[F:19])=[N:15][N:16]=3)[N:13]=2)[CH2:3]1. The yield is 0.580. (4) The reactants are C([N:4]1[C:12]2[C:7](=[CH:8][C:9]([C:13](Cl)=[O:14])=[CH:10][CH:11]=2)[C:6]([C:16]2[CH:21]=[CH:20][C:19]([F:22])=[CH:18][CH:17]=2)=[N:5]1)(=O)C.[CH3:23][O:24]C(C)CN.O.[N:30]1C=C[CH:33]=[CH:32][CH:31]=1. No catalyst specified. The product is [F:22][C:19]1[CH:18]=[CH:17][C:16]([C:6]2[C:7]3[C:12](=[CH:11][CH:10]=[C:9]([C:13]([NH:30][CH2:31][CH2:32][CH2:33][O:24][CH3:23])=[O:14])[CH:8]=3)[NH:4][N:5]=2)=[CH:21][CH:20]=1. The yield is 0.350. (5) The reactants are [CH2:1]([O:8][CH2:9][CH2:10][O:11][C@@H:12]1[CH2:16][O:15][CH2:14][C@H:13]1[OH:17])[C:2]1[CH:7]=[CH:6][CH:5]=[CH:4][CH:3]=1.[CH:18]([O:20][CH2:21]C)=[CH2:19].C(N(CC)CC)C. The catalyst is ClCCl.C1(C)C=CC(S([O-])(=O)=O)=CC=1.[NH+]1C=CC=CC=1. The product is [CH2:1]([O:8][CH2:9][CH2:10][O:11][C@H:12]1[C@H:13]([O:17][CH2:21][O:20][CH2:18][CH3:19])[CH2:14][O:15][CH2:16]1)[C:2]1[CH:7]=[CH:6][CH:5]=[CH:4][CH:3]=1. The yield is 1.00. (6) The reactants are [C:1]1([CH2:7][C:8]([OH:10])=O)[CH:6]=[CH:5][CH:4]=[CH:3][CH:2]=1.[C:11]1([CH:18]=[CH:17][CH:16]=[C:14]([OH:15])[CH:13]=1)[OH:12].B(F)(F)F.CCOCC. The catalyst is CC([O-])=O.[Na+]. The product is [OH:12][C:11]1[CH:13]=[C:14]([OH:15])[CH:16]=[CH:17][C:18]=1[C:8](=[O:10])[CH2:7][C:1]1[CH:2]=[CH:3][CH:4]=[CH:5][CH:6]=1. The yield is 0.870. (7) The reactants are [CH3:1][N:2]1[C:6]([C:7]2[CH:8]=[C:9]3[C:13](=[CH:14][CH:15]=2)[C:12](=[O:16])[N:11]([C@@H:17]([CH2:30][C:31]2[CH:36]=[C:35]([F:37])[CH:34]=[C:33]([F:38])[CH:32]=2)[CH2:18][N:19]2C(=O)C4C(=CC=CC=4)C2=O)[CH2:10]3)=[CH:5][CH:4]=[N:3]1.NN. The catalyst is CO.O1CCCC1. The product is [NH2:19][CH2:18][C@@H:17]([N:11]1[CH2:10][C:9]2[C:13](=[CH:14][CH:15]=[C:7]([C:6]3[N:2]([CH3:1])[N:3]=[CH:4][CH:5]=3)[CH:8]=2)[C:12]1=[O:16])[CH2:30][C:31]1[CH:32]=[C:33]([F:38])[CH:34]=[C:35]([F:37])[CH:36]=1. The yield is 0.390.